Dataset: Forward reaction prediction with 1.9M reactions from USPTO patents (1976-2016). Task: Predict the product of the given reaction. Given the reactants [CH2:1]([CH:3]([C:6]1[C:7]2[N:8]([C:13]([C:17]3[N:21]4[CH:22]=[CH:23][CH:24]=[C:25]([CH:26]=[O:27])[C:20]4=[N:19][C:18]=3[CH3:28])=[C:14]([CH3:16])[N:15]=2)[N:9]=[C:10]([CH3:12])[CH:11]=1)[CH2:4][CH3:5])[CH3:2].[C:29]([Mg]Br)([CH3:32])([CH3:31])[CH3:30], predict the reaction product. The product is: [CH2:1]([CH:3]([C:6]1[C:7]2[N:8]([C:13]([C:17]3[N:21]4[CH:22]=[CH:23][CH:24]=[C:25]([CH:26]([OH:27])[C:29]([CH3:32])([CH3:31])[CH3:30])[C:20]4=[N:19][C:18]=3[CH3:28])=[C:14]([CH3:16])[N:15]=2)[N:9]=[C:10]([CH3:12])[CH:11]=1)[CH2:4][CH3:5])[CH3:2].